Dataset: Forward reaction prediction with 1.9M reactions from USPTO patents (1976-2016). Task: Predict the product of the given reaction. (1) Given the reactants [O:1]=[C:2]([C:7]1[CH:12]=[CH:11][CH:10]=[CH:9][CH:8]=1)[C:3]([O:5][CH3:6])=[O:4], predict the reaction product. The product is: [CH:7]1([C:2]([OH:1])([C:7]2[CH:12]=[CH:11][CH:10]=[CH:9][CH:8]=2)[C:3]([O:5][CH3:6])=[O:4])[CH2:12][CH2:11][CH2:10][CH2:9][CH2:8]1. (2) Given the reactants [NH2:1][C:2]1[CH:3]=[C:4]([CH:21]=[CH:22][CH:23]=1)[O:5][C:6]1[CH:7]=[CH:8][C:9]2[N:10]([CH:12]=[C:13]([NH:15][C:16]([CH:18]3[CH2:20][CH2:19]3)=[O:17])[N:14]=2)[N:11]=1.[F:24][C:25]1[C:33]([C:34]([F:37])([F:36])[F:35])=[CH:32][CH:31]=[CH:30][C:26]=1[C:27](O)=[O:28].ON1C2C=CC=CC=2N=N1.Cl.C(N=C=NCCCN(C)C)C, predict the reaction product. The product is: [CH:18]1([C:16]([NH:15][C:13]2[N:14]=[C:9]3[CH:8]=[CH:7][C:6]([O:5][C:4]4[CH:3]=[C:2]([NH:1][C:27](=[O:28])[C:26]5[CH:30]=[CH:31][CH:32]=[C:33]([C:34]([F:35])([F:36])[F:37])[C:25]=5[F:24])[CH:23]=[CH:22][CH:21]=4)=[N:11][N:10]3[CH:12]=2)=[O:17])[CH2:20][CH2:19]1. (3) Given the reactants Br[CH:2]([C:4]1[CH:5]=[CH:6][C:7]([C:10]([Cl:13])([Cl:12])[Cl:11])=[N:8][CH:9]=1)[CH3:3].[CH3:14][S-:15].[Na+], predict the reaction product. The product is: [CH3:14][S:15][CH:2]([C:4]1[CH:5]=[CH:6][C:7]([C:10]([Cl:13])([Cl:12])[Cl:11])=[N:8][CH:9]=1)[CH3:3]. (4) Given the reactants [CH2:1]([N:8]1[C:16]2[C:11](=[CH:12][CH:13]=[C:14]([CH2:17][C:18]([OH:20])=[O:19])[CH:15]=2)[CH:10]=[CH:9]1)[C:2]1[CH:7]=[CH:6][CH:5]=[CH:4][CH:3]=1.[Cl:21]N1C(=O)CCC1=O.Cl, predict the reaction product. The product is: [CH2:1]([N:8]1[C:16]2[C:11](=[CH:12][CH:13]=[C:14]([CH2:17][C:18]([OH:20])=[O:19])[CH:15]=2)[C:10]([Cl:21])=[CH:9]1)[C:2]1[CH:3]=[CH:4][CH:5]=[CH:6][CH:7]=1. (5) Given the reactants [CH2:1]([C:3]1[CH:8]=[CH:7][C:6]([S:9]([O-:12])(=[O:11])=[O:10])=[CH:5][CH:4]=1)[CH3:2].[NH2:13][C@H:14]([C:19]([OH:21])=[O:20])[C:15]([CH3:18])([CH3:17])[CH3:16], predict the reaction product. The product is: [NH2:13][C@H:14]([C:19]([OH:21])=[O:20])[C:15]([CH3:18])([CH3:17])[CH3:16].[CH2:1]([C:3]1[CH:4]=[CH:5][C:6]([S:9]([O-:12])(=[O:10])=[O:11])=[CH:7][CH:8]=1)[CH3:2]. (6) The product is: [O:27]=[C:22]1[C:21]2[C:16](=[CH:17][CH:18]=[CH:19][CH:20]=2)[C:15]2[CH:14]=[C:13]([NH:12][C:10](=[O:11])[CH2:9][N:4]([CH2:5][CH2:6][CH3:7])[CH2:1][CH2:2][CH3:3])[CH:26]=[CH:25][C:24]=2[NH:23]1. Given the reactants [CH2:1]([NH:4][CH2:5][CH2:6][CH3:7])[CH2:2][CH3:3].Cl[CH2:9][C:10]([NH:12][C:13]1[CH:26]=[CH:25][C:24]2[NH:23][C:22](=[O:27])[C:21]3[C:16](=[CH:17][CH:18]=[CH:19][CH:20]=3)[C:15]=2[CH:14]=1)=[O:11].P([O-])([O-])([O-])=O.[K+].[K+].[K+], predict the reaction product. (7) The product is: [CH2:14]([N:21]1[CH2:11][C:5]2[C:4](=[CH:9][CH:8]=[C:7]([Cl:10])[CH:6]=2)[C:3]1=[O:13])[C:15]1[CH:20]=[CH:19][CH:18]=[CH:17][CH:16]=1. Given the reactants CO[C:3](=[O:13])[C:4]1[CH:9]=[CH:8][C:7]([Cl:10])=[CH:6][C:5]=1[CH2:11]Br.[CH2:14]([NH2:21])[C:15]1[CH:20]=[CH:19][CH:18]=[CH:17][CH:16]=1.C([O-])([O-])=O.[K+].[K+].C(OCC)(=O)C, predict the reaction product.